Task: Regression/Classification. Given a drug SMILES string, predict its absorption, distribution, metabolism, or excretion properties. Task type varies by dataset: regression for continuous measurements (e.g., permeability, clearance, half-life) or binary classification for categorical outcomes (e.g., BBB penetration, CYP inhibition). For this dataset (ppbr_az), we predict Y.. Dataset: Plasma protein binding rate (PPBR) regression data from AstraZeneca (1) The compound is COc1ccccc1O[C@@H](c1ccccc1)[C@@H]1CNCCO1. The Y is 69.1 %. (2) The molecule is COc1cccc(C(=O)NCCN2CCC(Oc3ccc(Cl)c(Cl)c3)CC2)c1. The Y is 99.9 %.